From a dataset of Forward reaction prediction with 1.9M reactions from USPTO patents (1976-2016). Predict the product of the given reaction. Given the reactants Cl[C:2]1[N:3]=[C:4]([N:22]2[CH2:27][CH2:26][O:25][CH2:24][CH2:23]2)[C:5]2[N:10]=[C:9]([CH2:11][N:12]3[CH2:15][CH:14](N4CCOCC4)[CH2:13]3)[S:8][C:6]=2[N:7]=1.[CH3:28][C:29]1[NH:30][C:31]2[CH:37]=[CH:36][CH:35]=[CH:34][C:32]=2[N:33]=1.[CH3:38][CH:39]([C:41]1C=C(C(C)C)C(C2C=CC=CC=2P(C2CCCCC2)C2CCCCC2)=[C:43](C(C)C)[CH:42]=1)C.C([O-])([O-])=[O:73].[Cs+].[Cs+], predict the reaction product. The product is: [CH3:28][C:29]1[N:33]([C:2]2[N:3]=[C:4]([N:22]3[CH2:23][CH2:24][O:25][CH2:26][CH2:27]3)[C:5]3[N:10]=[C:9]([CH2:11][N:12]4[CH2:13][CH:14]([CH:41]5[CH2:42][CH2:43][O:73][CH2:38][CH2:39]5)[CH2:15]4)[S:8][C:6]=3[N:7]=2)[C:32]2[CH:34]=[CH:35][CH:36]=[CH:37][C:31]=2[N:30]=1.